This data is from NCI-60 drug combinations with 297,098 pairs across 59 cell lines. The task is: Regression. Given two drug SMILES strings and cell line genomic features, predict the synergy score measuring deviation from expected non-interaction effect. (1) Drug 1: CN1CCC(CC1)COC2=C(C=C3C(=C2)N=CN=C3NC4=C(C=C(C=C4)Br)F)OC. Drug 2: CC(C1=C(C=CC(=C1Cl)F)Cl)OC2=C(N=CC(=C2)C3=CN(N=C3)C4CCNCC4)N. Cell line: NCI-H226. Synergy scores: CSS=10.7, Synergy_ZIP=-1.51, Synergy_Bliss=3.31, Synergy_Loewe=2.19, Synergy_HSA=3.09. (2) Synergy scores: CSS=12.4, Synergy_ZIP=3.63, Synergy_Bliss=5.57, Synergy_Loewe=-2.98, Synergy_HSA=-2.16. Drug 1: C1CC(=O)NC(=O)C1N2C(=O)C3=CC=CC=C3C2=O. Drug 2: CC12CCC3C(C1CCC2OP(=O)(O)O)CCC4=C3C=CC(=C4)OC(=O)N(CCCl)CCCl.[Na+]. Cell line: NCIH23.